From a dataset of Peptide-MHC class I binding affinity with 185,985 pairs from IEDB/IMGT. Regression. Given a peptide amino acid sequence and an MHC pseudo amino acid sequence, predict their binding affinity value. This is MHC class I binding data. (1) The peptide sequence is NSESGNSRY. The MHC is HLA-A02:16 with pseudo-sequence HLA-A02:16. The binding affinity (normalized) is 0.0847. (2) The peptide sequence is YTENTSSYY. The MHC is HLA-A03:01 with pseudo-sequence HLA-A03:01. The binding affinity (normalized) is 0.0847. (3) The peptide sequence is RTMSYKLAI. The MHC is Mamu-B03 with pseudo-sequence Mamu-B03. The binding affinity (normalized) is 0.395. (4) The peptide sequence is VPSAEDNYL. The MHC is HLA-B07:02 with pseudo-sequence HLA-B07:02. The binding affinity (normalized) is 0.342. (5) The peptide sequence is NIEIMDKEQL. The MHC is HLA-A02:06 with pseudo-sequence HLA-A02:06. The binding affinity (normalized) is 0.202. (6) The peptide sequence is ESQRYIHCY. The MHC is HLA-A26:01 with pseudo-sequence HLA-A26:01. The binding affinity (normalized) is 0.158. (7) The MHC is HLA-A02:06 with pseudo-sequence HLA-A02:06. The binding affinity (normalized) is 0.0470. The peptide sequence is NINFNNSSII. (8) The peptide sequence is TQLFKYVPSA. The binding affinity (normalized) is 0. The MHC is HLA-A02:01 with pseudo-sequence HLA-A02:01. (9) The peptide sequence is TPKKPNSAL. The MHC is HLA-A69:01 with pseudo-sequence HLA-A69:01. The binding affinity (normalized) is 0.0847. (10) The peptide sequence is VLLPFYETL. The MHC is HLA-A02:02 with pseudo-sequence HLA-A02:02. The binding affinity (normalized) is 0.232.